This data is from Catalyst prediction with 721,799 reactions and 888 catalyst types from USPTO. The task is: Predict which catalyst facilitates the given reaction. (1) Reactant: C(OC([NH:11][CH:12]([C:14]1[NH:18][C:17]2[CH:19]=[CH:20][C:21]([Cl:23])=[CH:22][C:16]=2[N:15]=1)[CH3:13])=O)C1C=CC=CC=1.[H][H]. Product: [Cl:23][C:21]1[CH:20]=[CH:19][C:17]2[N:18]=[C:14]([CH:12]([NH2:11])[CH3:13])[NH:15][C:16]=2[CH:22]=1. The catalyst class is: 687. (2) Reactant: [CH3:1][S:2]([NH:5][CH:6]1[C:12]2[CH:13]=[CH:14][CH:15]=[CH:16][C:11]=2[O:10][CH2:9][CH2:8][CH2:7]1)(=[O:4])=[O:3].[H-].[Na+].I[CH3:20]. Product: [CH3:20][N:5]([CH:6]1[C:12]2[CH:13]=[CH:14][CH:15]=[CH:16][C:11]=2[O:10][CH2:9][CH2:8][CH2:7]1)[S:2]([CH3:1])(=[O:3])=[O:4]. The catalyst class is: 1. (3) Reactant: [C:1]([O:5][C:6]([NH:8][C@H:9]1[CH2:13][CH2:12][CH2:11][C@H:10]1[C:14]([OH:16])=O)=[O:7])([CH3:4])([CH3:3])[CH3:2].[NH2:17][S:18]([CH2:21][CH2:22][CH2:23][CH2:24][C:25]([OH:27])=[O:26])(=[O:20])=[O:19].C1N=CN(C(N2C=NC=C2)=O)C=1.C1CCN2C(=NCCC2)CC1.Cl. Product: [C:1]([O:5][C:6]([NH:8][C@H:9]1[CH2:13][CH2:12][CH2:11][C@H:10]1[C:14]([NH:17][S:18]([CH2:21][CH2:22][CH2:23][CH2:24][C:25]([OH:27])=[O:26])(=[O:19])=[O:20])=[O:16])=[O:7])([CH3:2])([CH3:3])[CH3:4]. The catalyst class is: 399. (4) Reactant: [C:1]([C:5]1[S:9][C:8]([C:10]([NH:12][C@@H:13]([CH2:27][C:28]2[CH:33]=[CH:32][C:31]([C:34]3[N:39]=[CH:38][C:37]([C:40]4[CH:45]=[CH:44][C:43]([OH:46])=[CH:42][C:41]=4[F:47])=[CH:36][N:35]=3)=[CH:30][CH:29]=2)[C:14]([N:16]2[CH2:19][CH:18]([C:20]([O:22][C:23]([CH3:26])([CH3:25])[CH3:24])=[O:21])[CH2:17]2)=[O:15])=[O:11])=[CH:7][CH:6]=1)([CH3:4])([CH3:3])[CH3:2].C1(N([S:59]([C:62]([F:65])([F:64])[F:63])(=[O:61])=[O:60])S(C)(=O)=O)C=CC=CC=1.CCN(C(C)C)C(C)C. Product: [C:1]([C:5]1[S:9][C:8]([C:10]([NH:12][C@@H:13]([CH2:27][C:28]2[CH:33]=[CH:32][C:31]([C:34]3[N:39]=[CH:38][C:37]([C:40]4[CH:45]=[CH:44][C:43]([O:46][S:59]([C:62]([F:65])([F:64])[F:63])(=[O:61])=[O:60])=[CH:42][C:41]=4[F:47])=[CH:36][N:35]=3)=[CH:30][CH:29]=2)[C:14]([N:16]2[CH2:17][CH:18]([C:20]([O:22][C:23]([CH3:26])([CH3:24])[CH3:25])=[O:21])[CH2:19]2)=[O:15])=[O:11])=[CH:7][CH:6]=1)([CH3:2])([CH3:3])[CH3:4]. The catalyst class is: 2. (5) Reactant: [CH3:1][O:2][N:3]([CH3:15])[C:4]([C:6]1[C:14]2[C:9](=[CH:10][CH:11]=[CH:12][CH:13]=2)[NH:8][N:7]=1)=[O:5].FC(F)(F)C(O[I:21](C1C=CC=CC=1)OC(=O)C(F)(F)F)=O.II.OS([O-])=O.[Na+]. Product: [I:21][C:12]1[CH:13]=[C:14]2[C:9](=[CH:10][CH:11]=1)[NH:8][N:7]=[C:6]2[C:4]([N:3]([O:2][CH3:1])[CH3:15])=[O:5]. The catalyst class is: 2. (6) Reactant: FC(F)(F)C(O)=O.[NH:8]1[CH2:13][CH2:12][CH:11]([NH:14][C:15]([C@H:17]2[C@H:21]([C:22]3[CH:27]=[CH:26][CH:25]=[C:24]([Cl:28])[C:23]=3[F:29])[C@:20]([C:32]3[CH:37]=[CH:36][C:35]([Cl:38])=[CH:34][C:33]=3[F:39])([C:30]#[N:31])[C@H:19]([CH2:40][C:41]([CH3:44])([CH3:43])[CH3:42])[NH:18]2)=[O:16])[CH2:10][CH2:9]1.[CH3:45][S:46](Cl)(=[O:48])=[O:47].C(N(CC)CC)C. Product: [CH3:45][S:46]([N:8]1[CH2:9][CH2:10][CH:11]([NH:14][C:15]([CH:17]2[CH:21]([C:22]3[CH:27]=[CH:26][CH:25]=[C:24]([Cl:28])[C:23]=3[F:29])[C:20]([C:32]3[CH:37]=[CH:36][C:35]([Cl:38])=[CH:34][C:33]=3[F:39])([C:30]#[N:31])[CH:19]([CH2:40][C:41]([CH3:44])([CH3:43])[CH3:42])[NH:18]2)=[O:16])[CH2:12][CH2:13]1)(=[O:48])=[O:47]. The catalyst class is: 2.